This data is from Full USPTO retrosynthesis dataset with 1.9M reactions from patents (1976-2016). The task is: Predict the reactants needed to synthesize the given product. (1) Given the product [NH2:57][C:58]1[CH:63]=[CH:62][CH:61]=[CH:60][C:59]=1[NH:64][C:65](=[O:76])[C:66]1[CH:71]=[CH:70][C:69]([NH:72][CH2:73][CH2:74][NH:75][C:41]([C:42]2[C:43]([CH3:44])=[C:55]([CH:56]=[N:14][N:13]=[C:7]3[C:6]4[C:77](=[CH:11][C:3]([C:2]([F:1])([F:27])[F:26])=[CH:4][CH:5]=4)[NH:78][C:80]3=[O:81])[NH:52][C:53]=2[CH3:54])=[O:40])=[N:68][CH:67]=1, predict the reactants needed to synthesize it. The reactants are: [F:1][C:2]([F:27])([F:26])[C:3]1[CH:11]=C2[C:6]([C:7](=[N:13][N:14]=CC3(C)CC(C)(C(O)=O)CN3)C(=O)N2)=[CH:5][CH:4]=1.Cl.C(N=C=NCCCN(C)C)C.[OH:40][C:41]1C2N=NNC=2[CH:44]=[CH:43][CH:42]=1.C([N:52]([CH2:55][CH3:56])[CH2:53][CH3:54])C.[NH2:57][C:58]1[CH:63]=[CH:62][CH:61]=[CH:60][C:59]=1[NH:64][C:65](=[O:76])[C:66]1[CH:71]=[CH:70][C:69]([NH:72][CH2:73][CH2:74][NH2:75])=[N:68][CH:67]=1.[CH3:77][N:78]([CH:80]=[O:81])C. (2) Given the product [CH:15]1([C@:10]2([C:13]#[N:14])[CH2:11][CH2:12][N:8]([C:6]3[CH:5]=[CH:4][N:3]=[C:2]([NH:19][C:20]4[O:24][N:23]=[C:22]([C:25]([CH3:29])([CH3:28])[CH2:26][OH:27])[CH:21]=4)[CH:7]=3)[C:9]2=[O:18])[CH2:17][CH2:16]1, predict the reactants needed to synthesize it. The reactants are: Br[C:2]1[CH:7]=[C:6]([N:8]2[CH2:12][CH2:11][C@:10]([CH:15]3[CH2:17][CH2:16]3)([C:13]#[N:14])[C:9]2=[O:18])[CH:5]=[CH:4][N:3]=1.[NH2:19][C:20]1[O:24][N:23]=[C:22]([C:25]([CH3:29])([CH3:28])[CH2:26][OH:27])[CH:21]=1.C(=O)([O-])[O-].[K+].[K+].C1(P(C2CCCCC2)C2C(OC)=CC=C(OC)C=2C2C(C(C)C)=CC(C(C)C)=CC=2C(C)C)CCCCC1.C(=O)(O)[O-].[Na+]. (3) Given the product [Cl:1][C:2]1[CH:6]=[CH:5][S:4][C:3]=1[C:7](=[O:8])[CH2:14][C:15]([OH:17])=[O:16].[Cl:1][C:2]1[CH:6]=[CH:5][S:4][C:3]=1[C:7]1[O:8][C:30]([CH3:31])([CH3:39])[O:20][C:18](=[O:19])[CH:14]=1, predict the reactants needed to synthesize it. The reactants are: [Cl:1][C:2]1[CH:6]=[CH:5][S:4][C:3]=1[C:7](Cl)=[O:8].C[Si]([C:14]([Si](C)(C)C)([C:18]([O-:20])=[O:19])[C:15]([O-:17])=[O:16])(C)C.CCN([CH2:30][CH3:31])CC.[Li+].[Br-].OS(O)(=O)=O.[CH3:39]C#N. (4) Given the product [Cl:1][C:2]1[CH:32]=[CH:31][C:5]([CH2:6][CH2:7][NH:8][C:9]([C:11]2[CH:30]=[CH:29][C:14]([O:15][C:16]3[CH:21]=[CH:20][C:19]([CH2:22][C:23]([O:25][CH2:26][CH3:27])=[O:24])=[CH:18][C:17]=3[CH3:34])=[CH:13][CH:12]=2)=[O:10])=[CH:4][CH:3]=1, predict the reactants needed to synthesize it. The reactants are: [Cl:1][C:2]1[CH:32]=[CH:31][C:5]([CH2:6][CH2:7][NH:8][C:9]([C:11]2[CH:30]=[CH:29][C:14]([O:15][C:16]3[CH:21]=[CH:20][C:19]([CH2:22][C:23]([O:25][CH2:26][CH3:27])=[O:24])=[CH:18][C:17]=3Br)=[CH:13][CH:12]=2)=[O:10])=[CH:4][CH:3]=1.[Cl-].[CH3:34][Zn+]. (5) Given the product [C:1]([O:5][C:6](=[O:46])[NH:7][CH:8]1[C:26](=[O:27])[N:25]2[CH:21]([CH2:22][CH:23]([OH:28])[CH2:24]2)[C:20](=[O:36])[NH:19][C:18]2([C:37]([NH:39][S:40]([CH:43]3[CH2:45][CH2:44]3)(=[O:41])=[O:42])=[O:38])[CH:16]([CH2:17]2)[CH:15]=[CH:14][CH2:13][CH2:12][CH2:11][CH2:10][CH2:9]1)([CH3:4])([CH3:2])[CH3:3], predict the reactants needed to synthesize it. The reactants are: [C:1]([O:5][C:6](=[O:46])[NH:7][CH:8]1[C:26](=[O:27])[N:25]2[CH:21]([CH2:22][CH:23]([O:28][Si](C(C)(C)C)(C)C)[CH2:24]2)[C:20](=[O:36])[NH:19][C:18]2([C:37]([NH:39][S:40]([CH:43]3[CH2:45][CH2:44]3)(=[O:42])=[O:41])=[O:38])[CH:16]([CH2:17]2)[CH:15]=[CH:14][CH2:13][CH2:12][CH2:11][CH2:10][CH2:9]1)([CH3:4])([CH3:3])[CH3:2].[F-].C([N+](CCCC)(CCCC)CCCC)CCC. (6) Given the product [OH:30][CH2:29][CH2:28][O:27]/[N:26]=[C:22](/[C:19]1[CH:20]=[CH:21][C:16]2[N:17]([C:13]([CH:11]([C:7]3[CH:6]=[C:5]4[C:10](=[CH:9][CH:8]=3)[N:2]([CH3:1])[N:3]=[CH:4]4)[CH3:12])=[CH:14][N:15]=2)[N:18]=1)\[CH3:23], predict the reactants needed to synthesize it. The reactants are: [CH3:1][N:2]1[C:10]2[C:5](=[CH:6][C:7]([CH:11]([C:13]3[N:17]4[N:18]=[C:19]([C:22](=O)[CH3:23])[CH:20]=[CH:21][C:16]4=[N:15][CH:14]=3)[CH3:12])=[CH:8][CH:9]=2)[CH:4]=[N:3]1.Cl.[NH2:26][O:27][CH2:28][CH2:29][OH:30]. (7) Given the product [Cl:1][C:2]1[CH:7]=[C:6]([B:9]([OH:13])[OH:10])[CH:5]=[C:4]([Cl:8])[N:3]=1.[OH:10][C:11]([C:12]([OH:13])([CH3:15])[CH3:14])([CH3:17])[CH3:16], predict the reactants needed to synthesize it. The reactants are: [Cl:1][C:2]1[CH:7]=[CH:6][CH:5]=[C:4]([Cl:8])[N:3]=1.[B:9]1([B:9]2[O:13][C:12]([CH3:15])([CH3:14])[C:11]([CH3:17])([CH3:16])[O:10]2)[O:13][C:12]([CH3:15])([CH3:14])[C:11]([CH3:17])([CH3:16])[O:10]1.N1C2C(=CC=C3C=2N=CC=C3)C=CC=1. (8) The reactants are: [O:1]([C:8]1[CH:15]=[CH:14][CH:13]=[CH:12][C:9]=1[CH:10]=[O:11])[C:2]1[CH:7]=[CH:6][CH:5]=[CH:4][CH:3]=1.[CH:16]1([CH2:22][NH:23][CH:24]2[CH2:29][CH2:28][N:27](C(OC(C)(C)C)=[O:31])[CH2:26][CH2:25]2)[CH2:21][CH2:20][CH2:19][CH2:18][CH2:17]1.CO.[C:39]([O:42]CC)(=[O:41])[CH3:40]. Given the product [C:10]([OH:11])(=[O:31])/[CH:9]=[CH:40]/[C:39]([OH:42])=[O:41].[CH:16]1([CH2:22][N:23]([CH2:10][C:9]2[CH:12]=[CH:13][CH:14]=[CH:15][C:8]=2[O:1][C:2]2[CH:7]=[CH:6][CH:5]=[CH:4][CH:3]=2)[CH:24]2[CH2:29][CH2:28][NH:27][CH2:26][CH2:25]2)[CH2:17][CH2:18][CH2:19][CH2:20][CH2:21]1, predict the reactants needed to synthesize it.